Dataset: Forward reaction prediction with 1.9M reactions from USPTO patents (1976-2016). Task: Predict the product of the given reaction. (1) Given the reactants [CH:1]1[C:13]2[CH:12]([CH2:14][O:15][C:16]([NH:18][C@@H:19]([C:21]([OH:23])=O)[CH3:20])=[O:17])[C:11]3[C:6](=[CH:7][CH:8]=[CH:9][CH:10]=3)[C:5]=2[CH:4]=[CH:3][CH:2]=1.C(Cl)(=O)C(Cl)=O.C1C2C(COC(N[C@@H](C(Cl)=O)C)=O)C3C(=CC=CC=3)C=2C=CC=1.[CH2:53]([N:55]([CH2:67][CH3:68])[C:56]([C:58]1[CH:59]=[CH:60][CH:61]=[C:62]2[C:66]=1[NH:65][CH:64]=[CH:63]2)=[O:57])[CH3:54].C[Mg]Br.C(OCC)C.Cl, predict the reaction product. The product is: [CH:6]1[C:11]2[CH:12]([CH2:14][O:15][C:16](=[O:17])[NH:18][C@H:19]([CH3:20])[C:21]([C:63]3[C:62]4[C:66](=[C:58]([C:56](=[O:57])[N:55]([CH2:67][CH3:68])[CH2:53][CH3:54])[CH:59]=[CH:60][CH:61]=4)[NH:65][CH:64]=3)=[O:23])[C:13]3[C:1](=[CH:2][CH:3]=[CH:4][CH:5]=3)[C:10]=2[CH:9]=[CH:8][CH:7]=1. (2) Given the reactants [CH2:1]([NH:3][C:4]1[CH:9]=[C:8]([O:10][CH3:11])[CH:7]=[CH:6][C:5]=1[CH:12]1[CH2:21][CH2:20][C:19]2[CH:18]=[C:17]([O:22]C(=O)C(C)(C)C)[CH:16]=[CH:15][C:14]=2[CH2:13]1)[CH3:2].Cl.[N:30]1([CH2:36][CH2:37][O:38][C:39]2[C:48]3[C:43](=[CH:44][CH:45]=[CH:46][CH:47]=3)[C:42]([C:49](O)=O)=[CH:41][CH:40]=2)[CH2:35][CH2:34][CH2:33][CH2:32][CH2:31]1, predict the reaction product. The product is: [CH2:1]([N:3]([CH2:49][C:42]1[C:43]2[C:48](=[CH:47][CH:46]=[CH:45][CH:44]=2)[C:39]([O:38][CH2:37][CH2:36][N:30]2[CH2:35][CH2:34][CH2:33][CH2:32][CH2:31]2)=[CH:40][CH:41]=1)[C:4]1[CH:9]=[C:8]([O:10][CH3:11])[CH:7]=[CH:6][C:5]=1[CH:12]1[CH2:21][CH2:20][C:19]2[CH:18]=[C:17]([OH:22])[CH:16]=[CH:15][C:14]=2[CH2:13]1)[CH3:2].